This data is from Full USPTO retrosynthesis dataset with 1.9M reactions from patents (1976-2016). The task is: Predict the reactants needed to synthesize the given product. (1) Given the product [CH3:11][C:12]1[N:13]([C:27]2[CH:32]=[CH:31][C:30]([C:2]3[S:1][CH:5]=[CH:4][N:3]=3)=[CH:29][CH:28]=2)[C:14]([C:17]2[CH:18]=[CH:19][C:20]([S:23]([CH3:26])(=[O:25])=[O:24])=[CH:21][CH:22]=2)=[CH:15][CH:16]=1, predict the reactants needed to synthesize it. The reactants are: [S:1]1[CH:5]=[CH:4][N:3]=[CH:2]1.[Li]CCCC.[CH3:11][C:12]1[N:13]([C:27]2[CH:32]=[CH:31][C:30](Br)=[CH:29][CH:28]=2)[C:14]([C:17]2[CH:22]=[CH:21][C:20]([S:23]([CH3:26])(=[O:25])=[O:24])=[CH:19][CH:18]=2)=[CH:15][CH:16]=1. (2) Given the product [CH:19]1([CH2:18][CH2:17][C@H:13]([NH:12][C:1](=[O:10])[C:2]2[CH:7]=[CH:6][CH:5]=[C:4]([O:8][CH3:9])[CH:3]=2)[C:14](=[O:16])[NH:28][CH2:27][CH2:25][N:36]2[C:37]3[C:33](=[CH:32][C:31]([C:29]#[N:30])=[CH:39][CH:38]=3)[CH2:34][CH2:35]2)[CH2:24][CH2:23][CH2:22][CH2:21][CH2:20]1, predict the reactants needed to synthesize it. The reactants are: [C:1](Cl)(=[O:10])[C:2]1[CH:7]=[CH:6][CH:5]=[C:4]([O:8][CH3:9])[CH:3]=1.[NH2:12][C@@H:13]([CH2:17][CH2:18][CH:19]1[CH2:24][CH2:23][CH2:22][CH2:21][CH2:20]1)[C:14]([OH:16])=O.[CH2:25]([CH2:27][NH2:28])O.[C:29]([C:31]1[CH:32]=[C:33]2[C:37](=[CH:38][CH:39]=1)[NH:36][CH2:35][CH2:34]2)#[N:30].